This data is from Forward reaction prediction with 1.9M reactions from USPTO patents (1976-2016). The task is: Predict the product of the given reaction. (1) The product is: [NH2:10][C:8]1[C:7]([CH3:11])=[CH:6][C:5]([Cl:12])=[C:4]([CH2:3][OH:2])[CH:9]=1. Given the reactants C[O:2][C:3](=O)[C:4]1[CH:9]=[C:8]([NH2:10])[C:7]([CH3:11])=[CH:6][C:5]=1[Cl:12].[BH4-].[Li+].Cl.[OH-].[Na+], predict the reaction product. (2) The product is: [CH:17]([N:14]1[CH2:15][CH2:16][CH:11]([C:7]2[CH:8]=[CH:9][CH:10]=[C:5]([S:2]([CH3:1])(=[O:4])=[O:3])[CH:6]=2)[CH2:12][CH2:13]1)([CH3:19])[CH3:18]. Given the reactants [CH3:1][S:2]([C:5]1[CH:6]=[C:7]([CH:11]2[CH2:16][CH2:15][NH:14][CH2:13][CH2:12]2)[CH:8]=[CH:9][CH:10]=1)(=[O:4])=[O:3].[CH:17](Br)([CH3:19])[CH3:18].Cl, predict the reaction product. (3) Given the reactants Br[C:2]1[C:3]([N:22]2[CH2:26][CH2:25][C@@H:24]([OH:27])[CH2:23]2)=[N:4][CH:5]=[C:6]([CH:21]=1)[C:7]([NH:9][C:10]1[CH:15]=[CH:14][C:13]([O:16][C:17]([Cl:20])([F:19])[F:18])=[CH:12][CH:11]=1)=[O:8].[CH3:28][O:29][C:30]1[N:37]=[CH:36][C:35](B2OC(C)(C)C(C)(C)O2)=[CH:34][C:31]=1[C:32]#[N:33], predict the reaction product. The product is: [Cl:20][C:17]([F:19])([F:18])[O:16][C:13]1[CH:14]=[CH:15][C:10]([NH:9][C:7]([C:6]2[CH:21]=[C:2]([C:35]3[CH:36]=[N:37][C:30]([O:29][CH3:28])=[C:31]([C:32]#[N:33])[CH:34]=3)[C:3]([N:22]3[CH2:26][CH2:25][C@@H:24]([OH:27])[CH2:23]3)=[N:4][CH:5]=2)=[O:8])=[CH:11][CH:12]=1. (4) Given the reactants Br[CH2:2][C:3]([O:5][CH2:6][CH3:7])=[O:4].[N:8]1[CH:13]=[CH:12][CH:11]=[CH:10][C:9]=1[CH:14]([C:17]1[C:22]([CH3:23])=[CH:21][C:20]([CH3:24])=[CH:19][C:18]=1[CH3:25])[C:15]#[N:16].C(=O)([O-])[O-].[K+].[K+].CC(C)([O-])C.[K+], predict the reaction product. The product is: [NH2:16][C:15]1[C:14]([C:17]2[C:22]([CH3:23])=[CH:21][C:20]([CH3:24])=[CH:19][C:18]=2[CH3:25])=[C:9]2[N:8]([C:2]=1[C:3]([O:5][CH2:6][CH3:7])=[O:4])[CH:13]=[CH:12][CH:11]=[CH:10]2. (5) Given the reactants [CH2:1]([O:3][C:4]([C:6]1([C:9]2[CH:14]=[CH:13][C:12]([C:15]3[CH:20]=[CH:19][C:18]([C:21]4[S:22][C:23]([F:29])=CC=4C(O)=O)=[CH:17][CH:16]=3)=[CH:11][CH:10]=2)[CH2:8][CH2:7]1)=[O:5])[CH3:2].C([N:32]([CH2:35][CH3:36])[CH2:33]C)C.C1(P(N=[N+]=[N-])(C2C=CC=CC=2)=[O:44])C=CC=CC=1.[CH3:54][C:55]1[C:56]([CH:60]([OH:62])[CH3:61])=[CH:57][S:58][CH:59]=1, predict the reaction product. The product is: [CH2:1]([O:3][C:4]([C:6]1([C:9]2[CH:14]=[CH:13][C:12]([C:15]3[CH:20]=[CH:19][C:18]([C:21]4[S:22][C:23]([F:29])=[CH:36][C:35]=4[NH:32][C:33]([O:62][CH:60]([C:56]4[C:55]([CH3:54])=[CH:59][S:58][CH:57]=4)[CH3:61])=[O:44])=[CH:17][CH:16]=3)=[CH:11][CH:10]=2)[CH2:8][CH2:7]1)=[O:5])[CH3:2]. (6) Given the reactants [F:1][C:2]1[C:3]([I:25])=[C:4]2[N:10]=[C:9]([C:11]3[CH:16]=[CH:15][C:14]([C:17]([N:19]4[CH2:24][CH2:23][O:22][CH2:21][CH2:20]4)=O)=[CH:13][CH:12]=3)[NH:8][C:5]2=[N:6][CH:7]=1.O1CCCC1.B, predict the reaction product. The product is: [F:1][C:2]1[C:3]([I:25])=[C:4]2[N:10]=[C:9]([C:11]3[CH:12]=[CH:13][C:14]([CH2:17][N:19]4[CH2:20][CH2:21][O:22][CH2:23][CH2:24]4)=[CH:15][CH:16]=3)[NH:8][C:5]2=[N:6][CH:7]=1.